This data is from Catalyst prediction with 721,799 reactions and 888 catalyst types from USPTO. The task is: Predict which catalyst facilitates the given reaction. (1) Reactant: [CH2:1]([O:3][C:4](=[O:32])[CH:5]([C:10]1[CH:11]=[C:12]([C:22]2[CH:27]=[CH:26][C:25]([C:28]([F:31])([F:30])[F:29])=[CH:24][CH:23]=2)[CH:13]=[C:14]([CH:16]2[CH2:21][CH2:20][NH:19][CH2:18][CH2:17]2)[CH:15]=1)[CH2:6][CH:7]([CH3:9])[CH3:8])[CH3:2].[CH3:33][CH:34]([CH3:39])[CH:35]=[CH:36][CH:37]=O.C(O[BH-](OC(=O)C)OC(=O)C)(=O)C.[Na+]. Product: [CH2:1]([O:3][C:4](=[O:32])[CH:5]([C:10]1[CH:11]=[C:12]([C:22]2[CH:27]=[CH:26][C:25]([C:28]([F:29])([F:30])[F:31])=[CH:24][CH:23]=2)[CH:13]=[C:14]([CH:16]2[CH2:17][CH2:18][N:19]([CH2:37][CH:36]=[CH:35][CH:34]([CH3:39])[CH3:33])[CH2:20][CH2:21]2)[CH:15]=1)[CH2:6][CH:7]([CH3:9])[CH3:8])[CH3:2]. The catalyst class is: 26. (2) Reactant: [N+:1]([C:4]1[CH:5]=[C:6]([CH:10]=[CH:11][CH:12]=1)[C:7](Cl)=[O:8])([O-])=O.C(NC(C)C)(C)C.[CH3:20][N:21]([CH3:25])[CH2:22][CH2:23][NH2:24]. Product: [NH2:1][C:4]1[CH:5]=[C:6]([CH:10]=[CH:11][CH:12]=1)[C:7]([NH:24][CH2:23][CH2:22][N:21]([CH3:25])[CH3:20])=[O:8]. The catalyst class is: 4. (3) Reactant: [C:1]([C:3]1[CH:4]=[C:5]([CH:9]=[CH:10][CH:11]=1)[C:6]([OH:8])=O)#[N:2].S(Cl)(Cl)=O.[NH2:16][C:17]1[C:22]([Cl:23])=[CH:21][N:20]=[CH:19][C:18]=1[Cl:24].[H-].[Na+]. Product: [C:1]([C:3]1[CH:4]=[C:5]([CH:9]=[CH:10][CH:11]=1)[C:6]([NH:16][C:17]1[C:22]([Cl:23])=[CH:21][N:20]=[CH:19][C:18]=1[Cl:24])=[O:8])#[N:2]. The catalyst class is: 7. (4) Reactant: [CH3:1][Si:2]([CH3:13])([CH3:12])[CH2:3][CH:4]([C:10]#[N:11])[C:5]([O:7][CH2:8][CH3:9])=[O:6].[H-].[Na+].Br[CH2:17][C:18]([O:20][CH2:21][CH3:22])=[O:19].[Cl-].[NH4+]. Product: [C:10]([C:4]([CH2:3][Si:2]([CH3:1])([CH3:12])[CH3:13])([CH2:17][C:18]([O:20][CH2:21][CH3:22])=[O:19])[C:5]([O:7][CH2:8][CH3:9])=[O:6])#[N:11]. The catalyst class is: 1. (5) Reactant: C[N:2](C(ON1N=NC2C=CC=NC1=2)=[N+](C)C)C.F[P-](F)(F)(F)(F)F.[Br:25][C:26]1[CH:27]=[CH:28][C:29](/[CH:32]=[CH:33]/[C@@H:34]2[C@H:42]3[C@:38]([C:45](O)=[O:46])([C:39](=[O:44])[O:40][C@@H:41]3[CH3:43])[CH2:37][C:36]([F:49])([F:48])[C@H:35]2[CH3:50])=[N:30][CH:31]=1.N. Product: [Br:25][C:26]1[CH:27]=[CH:28][C:29](/[CH:32]=[CH:33]/[C@@H:34]2[C@H:42]3[C@:38]([C:45]([NH2:2])=[O:46])([C:39](=[O:44])[O:40][C@@H:41]3[CH3:43])[CH2:37][C:36]([F:48])([F:49])[C@H:35]2[CH3:50])=[N:30][CH:31]=1. The catalyst class is: 31. (6) Reactant: [C:1]([O:5][C:6]([NH:8][C@H:9]([C:13]1[CH:18]=[CH:17][C:16]([O:19][CH2:20][CH2:21][N:22]2[CH2:27][CH2:26][O:25][CH2:24][CH2:23]2)=[CH:15][CH:14]=1)[C:10]([OH:12])=O)=[O:7])([CH3:4])([CH3:3])[CH3:2].COC1C=CC([C@@H]2C(=O)[N:39]([C@@H:42]([C@H:55]([C:57]3[CH:62]=[CH:61][CH:60]=[CH:59][CH:58]=3)[CH3:56])[C:43]([NH:45][C:46]3[S:47][CH:48]=[C:49]([C:51](=[O:54])[CH2:52][CH3:53])[N:50]=3)=[O:44])C(=O)N2)=CC=1.Cl.CN(C)CCCN=C=NCC. Product: [C:1]([O:5][C:6](=[O:7])[NH:8][C@H:9]([C:13]1[CH:14]=[CH:15][C:16]([O:19][CH2:20][CH2:21][N:22]2[CH2:27][CH2:26][O:25][CH2:24][CH2:23]2)=[CH:17][CH:18]=1)[C:10](=[O:12])[NH:39][C@H:42]([C:43](=[O:44])[NH:45][C:46]1[S:47][CH:48]=[C:49]([C:51](=[O:54])[CH2:52][CH3:53])[N:50]=1)[C@H:55]([C:57]1[CH:62]=[CH:61][CH:60]=[CH:59][CH:58]=1)[CH3:56])([CH3:3])([CH3:2])[CH3:4]. The catalyst class is: 7. (7) Reactant: Cl[C:2]1[N:7]=[N:6][C:5]([O:8][CH3:9])=[C:4]([CH2:10][OH:11])[CH:3]=1.C(N(CC)CC)C.O.[C:20]([O:23][CH2:24]C)(=[O:22])C. Product: [OH:11][CH2:10][C:4]1[CH:3]=[C:2]([C:20]([O:23][CH3:24])=[O:22])[N:7]=[N:6][C:5]=1[O:8][CH3:9]. The catalyst class is: 5. (8) Reactant: [NH2:1][C:2]1[S:3][C:4]2[C:10]([CH:11]([CH3:13])[CH3:12])=[C:9]([S:14]S(C3C=CC(C)=CC=3)(=O)=O)[CH:8]=[C:7]([CH3:25])[C:5]=2[N:6]=1.[OH:26][C:27]1[CH2:32][C@@:31]([CH2:36][CH2:37][C:38]2[CH:43]=[CH:42][C:41]([OH:44])=[CH:40][CH:39]=2)([CH:33]([CH3:35])[CH3:34])[O:30][C:29](=[O:45])[CH:28]=1.C(=O)([O-])[O-].[K+].[K+]. Product: [NH2:1][C:2]1[S:3][C:4]2[C:10]([CH:11]([CH3:12])[CH3:13])=[C:9]([S:14][C:28]3[C:29](=[O:45])[O:30][C@:31]([CH2:36][CH2:37][C:38]4[CH:43]=[CH:42][C:41]([OH:44])=[CH:40][CH:39]=4)([CH:33]([CH3:35])[CH3:34])[CH2:32][C:27]=3[OH:26])[CH:8]=[C:7]([CH3:25])[C:5]=2[N:6]=1. The catalyst class is: 3. (9) Reactant: CN.[C:3]([C:5]1[CH:6]=[CH:7][C:8]([F:36])=[C:9]([C@:11]23[CH2:20][O:19][C@@H:18]([C:21]4[O:22][CH:23]=[C:24]([CH3:26])[N:25]=4)[CH2:17][C@H:16]2[CH2:15][S:14][C:13]([NH:27]C(=O)C2C=CC=CC=2)=[N:12]3)[CH:10]=1)#[N:4]. Product: [NH2:27][C:13]1[S:14][CH2:15][C@@H:16]2[CH2:17][C@H:18]([C:21]3[O:22][CH:23]=[C:24]([CH3:26])[N:25]=3)[O:19][CH2:20][C@:11]2([C:9]2[CH:10]=[C:5]([CH:6]=[CH:7][C:8]=2[F:36])[C:3]#[N:4])[N:12]=1. The catalyst class is: 8.